The task is: Predict the product of the given reaction.. This data is from Forward reaction prediction with 1.9M reactions from USPTO patents (1976-2016). (1) Given the reactants [F:1][C:2]1[C:7]([C:8]2[CH:13]=[CH:12][CH:11]=[C:10]([CH2:14][N:15]3[CH2:20][CH2:19][NH:18][C@@H:17]([CH3:21])[CH2:16]3)[CH:9]=2)=[CH:6][C:5]([CH2:22][NH:23][C:24](=O)[C:25]2[CH:30]=[CH:29][CH:28]=[C:27]([CH2:31][CH:32]3[CH2:37][CH2:36][NH:35][CH2:34][CH2:33]3)[CH:26]=2)=[CH:4][CH:3]=1.[H-].[Al+3].[Li+].[H-].[H-].[H-], predict the reaction product. The product is: [F:1][C:2]1[C:7]([C:8]2[CH:13]=[CH:12][CH:11]=[C:10]([CH2:14][N:15]3[CH2:20][CH2:19][NH:18][C@@H:17]([CH3:21])[CH2:16]3)[CH:9]=2)=[CH:6][C:5]([CH2:22][NH:23][CH2:24][C:25]2[CH:30]=[CH:29][CH:28]=[C:27]([CH2:31][CH:32]3[CH2:37][CH2:36][NH:35][CH2:34][CH2:33]3)[CH:26]=2)=[CH:4][CH:3]=1. (2) Given the reactants [C:1](=[O:4])([O-])[O-].[K+].[K+].CI.CN(C)C=O.[CH2:14]([N:21]1[C:25]2[C:26]([Cl:31])=[N:27][NH:28][C:29](=O)[C:24]=2[N:23]=[CH:22]1)[C:15]1[CH:20]=[CH:19][CH:18]=[CH:17][CH:16]=1, predict the reaction product. The product is: [CH2:14]([N:21]1[C:25]2[C:26]([Cl:31])=[N:27][N:28]([CH3:29])[C:1](=[O:4])[C:24]=2[N:23]=[CH:22]1)[C:15]1[CH:16]=[CH:17][CH:18]=[CH:19][CH:20]=1.